From a dataset of Catalyst prediction with 721,799 reactions and 888 catalyst types from USPTO. Predict which catalyst facilitates the given reaction. Reactant: [OH:1][CH2:2][C:3]([NH:6][C:7]([C:9]1[C:10]2[CH2:11][C@@H:12]3[CH2:24][C@@H:13]3[C:14]=2[N:15]([C:17]2[CH:22]=[CH:21][C:20](Br)=[CH:19][N:18]=2)[N:16]=1)=[O:8])([CH3:5])[CH3:4].COCCOC.C(=O)([O-])[O-].[Cs+].[Cs+].[C:37]1(B(O)O)[CH:42]=[CH:41][CH:40]=[CH:39][CH:38]=1.O. Product: [OH:1][CH2:2][C:3]([NH:6][C:7]([C:9]1[C:10]2[CH2:11][C@@H:12]3[CH2:24][C@@H:13]3[C:14]=2[N:15]([C:17]2[CH:22]=[CH:21][C:20]([C:37]3[CH:42]=[CH:41][CH:40]=[CH:39][CH:38]=3)=[CH:19][N:18]=2)[N:16]=1)=[O:8])([CH3:5])[CH3:4]. The catalyst class is: 73.